Dataset: Cav3 T-type calcium channel HTS with 100,875 compounds. Task: Binary Classification. Given a drug SMILES string, predict its activity (active/inactive) in a high-throughput screening assay against a specified biological target. (1) The compound is s1c(nnc1N)c1cc(OCCC)ccc1. The result is 0 (inactive). (2) The compound is S(=O)(=O)(n1c(nc2c1cc(c(c2)C)C)CCN1CCOCC1)c1ccc(C(C)(C)C)cc1. The result is 0 (inactive). (3) The molecule is S(c1c(C(=O)Nc2ccc(cc2)C(OC)=O)cccc1)C. The result is 0 (inactive). (4) The molecule is O=C(NCc1c(n(nc1)C)C)/C=C\c1c(n(nc1)CC)C. The result is 0 (inactive). (5) The drug is S1(=O)(=O)CC(S(=O)(=O)N(CC)CC)CC1. The result is 0 (inactive). (6) The compound is O(CC(=O)Nc1c(cccc1C)C)C(=O)c1c(OCC)nccc1. The result is 0 (inactive). (7) The compound is S=C(N(CCc1c2c([nH]c1C)cccc2)Cc1occc1)Nc1cc(OC)ccc1. The result is 0 (inactive). (8) The compound is Clc1c(CSCC(=O)NC)c(Cl)ccc1. The result is 0 (inactive).